This data is from Catalyst prediction with 721,799 reactions and 888 catalyst types from USPTO. The task is: Predict which catalyst facilitates the given reaction. (1) Reactant: [Br:1][C:2]1[CH:3]=[C:4]([C:9]2[NH:10][C:11]3[C:16]([CH:17]=2)=[C:15]([F:18])[CH:14]=[CH:13][CH:12]=3)[C:5]([NH2:8])=[N:6][CH:7]=1.[CH:19](OCC)(OCC)OCC.Cl. Product: [Br:1][C:2]1[CH:7]=[N:6][C:5]2[N:8]=[CH:19][N:10]3[C:11]4[CH:12]=[CH:13][CH:14]=[C:15]([F:18])[C:16]=4[CH:17]=[C:9]3[C:4]=2[CH:3]=1. The catalyst class is: 12. (2) Reactant: [N:1]1([C:6]2[CH:11]=[CH:10][C:9]([C:12]([F:15])([F:14])[F:13])=[CH:8][C:7]=2[CH2:16][N:17]2[CH2:22][CH2:21][NH:20][CH2:19][CH2:18]2)[CH2:5][CH2:4][CH2:3][CH2:2]1.[C:23](=O)([O:32]N1C(=O)CCC1=O)[O:24][N:25]1[C:29](=[O:30])[CH2:28][CH2:27][C:26]1=[O:31].ClCCl.C(N(CC)C(C)C)(C)C. Product: [N:1]1([C:6]2[CH:11]=[CH:10][C:9]([C:12]([F:13])([F:14])[F:15])=[CH:8][C:7]=2[CH2:16][N:17]2[CH2:18][CH2:19][N:20]([C:23]([O:24][N:25]3[C:29](=[O:30])[CH2:28][CH2:27][C:26]3=[O:31])=[O:32])[CH2:21][CH2:22]2)[CH2:2][CH2:3][CH2:4][CH2:5]1. The catalyst class is: 6.